From a dataset of NCI-60 drug combinations with 297,098 pairs across 59 cell lines. Regression. Given two drug SMILES strings and cell line genomic features, predict the synergy score measuring deviation from expected non-interaction effect. (1) Drug 1: CC(CN1CC(=O)NC(=O)C1)N2CC(=O)NC(=O)C2. Drug 2: CCC(=C(C1=CC=CC=C1)C2=CC=C(C=C2)OCCN(C)C)C3=CC=CC=C3.C(C(=O)O)C(CC(=O)O)(C(=O)O)O. Cell line: CCRF-CEM. Synergy scores: CSS=63.7, Synergy_ZIP=-0.590, Synergy_Bliss=1.64, Synergy_Loewe=-0.0958, Synergy_HSA=0.565. (2) Drug 1: C1CC(=O)NC(=O)C1N2CC3=C(C2=O)C=CC=C3N. Drug 2: C1CN(CCN1C(=O)CCBr)C(=O)CCBr. Cell line: NCIH23. Synergy scores: CSS=33.6, Synergy_ZIP=-7.54, Synergy_Bliss=-1.54, Synergy_Loewe=-16.7, Synergy_HSA=0.784. (3) Drug 1: CNC(=O)C1=CC=CC=C1SC2=CC3=C(C=C2)C(=NN3)C=CC4=CC=CC=N4. Drug 2: CCCS(=O)(=O)NC1=C(C(=C(C=C1)F)C(=O)C2=CNC3=C2C=C(C=N3)C4=CC=C(C=C4)Cl)F. Cell line: ACHN. Synergy scores: CSS=17.3, Synergy_ZIP=-3.93, Synergy_Bliss=-2.86, Synergy_Loewe=-5.93, Synergy_HSA=-3.06. (4) Drug 1: C#CCC(CC1=CN=C2C(=N1)C(=NC(=N2)N)N)C3=CC=C(C=C3)C(=O)NC(CCC(=O)O)C(=O)O. Drug 2: C1CC(=O)NC(=O)C1N2C(=O)C3=CC=CC=C3C2=O. Cell line: DU-145. Synergy scores: CSS=-4.09, Synergy_ZIP=5.71, Synergy_Bliss=5.20, Synergy_Loewe=-6.32, Synergy_HSA=-6.86. (5) Drug 1: CC1=C2C(C(=O)C3(C(CC4C(C3C(C(C2(C)C)(CC1OC(=O)C(C(C5=CC=CC=C5)NC(=O)OC(C)(C)C)O)O)OC(=O)C6=CC=CC=C6)(CO4)OC(=O)C)OC)C)OC. Drug 2: C1=CC(=CC=C1C#N)C(C2=CC=C(C=C2)C#N)N3C=NC=N3. Cell line: SK-OV-3. Synergy scores: CSS=41.5, Synergy_ZIP=2.75, Synergy_Bliss=2.79, Synergy_Loewe=-19.1, Synergy_HSA=2.95. (6) Drug 1: CNC(=O)C1=CC=CC=C1SC2=CC3=C(C=C2)C(=NN3)C=CC4=CC=CC=N4. Drug 2: CCC1=C2CN3C(=CC4=C(C3=O)COC(=O)C4(CC)O)C2=NC5=C1C=C(C=C5)O. Cell line: OVCAR-5. Synergy scores: CSS=13.2, Synergy_ZIP=-6.30, Synergy_Bliss=1.88, Synergy_Loewe=-22.4, Synergy_HSA=0.120. (7) Drug 1: CC1OCC2C(O1)C(C(C(O2)OC3C4COC(=O)C4C(C5=CC6=C(C=C35)OCO6)C7=CC(=C(C(=C7)OC)O)OC)O)O. Drug 2: CC1C(C(=O)NC(C(=O)N2CCCC2C(=O)N(CC(=O)N(C(C(=O)O1)C(C)C)C)C)C(C)C)NC(=O)C3=C4C(=C(C=C3)C)OC5=C(C(=O)C(=C(C5=N4)C(=O)NC6C(OC(=O)C(N(C(=O)CN(C(=O)C7CCCN7C(=O)C(NC6=O)C(C)C)C)C)C(C)C)C)N)C. Cell line: MALME-3M. Synergy scores: CSS=11.4, Synergy_ZIP=6.38, Synergy_Bliss=11.6, Synergy_Loewe=10.7, Synergy_HSA=11.1.